This data is from Reaction yield outcomes from USPTO patents with 853,638 reactions. The task is: Predict the reaction yield, written as a fraction of the theoretical maximum amount of product (1.0 means a 100% yield; for example, 0.34 means a 34% yield). (1) The product is [OH:33][C:10]1[CH:9]=[N:8][C:7]2[N:2]([CH3:1])[C:3](=[O:32])[N:4]([CH2:22][CH2:23][CH2:24][O:25][CH:26]3[CH2:31][CH2:30][CH2:29][CH2:28][O:27]3)[C:5](=[O:21])[C:6]=2[CH:11]=1. The yield is 1.00. The reactants are [CH3:1][N:2]1[C:7]2[N:8]=[CH:9][C:10](B3OC(C)(C)C(C)(C)O3)=[CH:11][C:6]=2[C:5](=[O:21])[N:4]([CH2:22][CH2:23][CH2:24][O:25][CH:26]2[CH2:31][CH2:30][CH2:29][CH2:28][O:27]2)[C:3]1=[O:32].[OH:33]O. The catalyst is CO. (2) The product is [Cl:1][C:2]1[CH:7]=[CH:6][C:5]([C:8]2[S:9][C:10]3[C:11](=[O:29])[N:12]([C:17]4[CH:22]=[CH:21][C:20]([CH2:23][CH2:24][CH2:25][N:30]5[CH2:34][CH2:33][CH2:32][CH2:31]5)=[C:19]([O:27][CH3:28])[CH:18]=4)[CH:13]=[CH:14][C:15]=3[N:16]=2)=[CH:4][CH:3]=1. The reactants are [Cl:1][C:2]1[CH:7]=[CH:6][C:5]([C:8]2[S:9][C:10]3[C:11](=[O:29])[N:12]([C:17]4[CH:22]=[CH:21][C:20]([CH2:23][CH2:24][CH:25]=O)=[C:19]([O:27][CH3:28])[CH:18]=4)[CH:13]=[CH:14][C:15]=3[N:16]=2)=[CH:4][CH:3]=1.[NH:30]1[CH2:34][CH2:33][CH2:32][CH2:31]1.CC(O)=O.[OH-].[Na+]. The yield is 0.710. The catalyst is ClCCCl. (3) The reactants are Cl[C:2]1[N:7]=[CH:6][N:5]=[C:4]([O:8][C:9]2[CH:14]=[CH:13][CH:12]=[CH:11][C:10]=2/[C:15](=[CH:20]\[O:21][CH3:22])/[C:16]([O:18][CH3:19])=[O:17])[CH:3]=1.[CH3:23][S-:24].[Na+].O.CCOCC. The catalyst is C(Cl)(Cl)Cl.[Br-].C([N+](CCCC)(CCCC)CCCC)CCC.CCCCCC. The product is [CH3:23][S:24][C:2]1[N:7]=[CH:6][N:5]=[C:4]([O:8][C:9]2[CH:14]=[CH:13][CH:12]=[CH:11][C:10]=2/[C:15](=[CH:20]\[O:21][CH3:22])/[C:16]([O:18][CH3:19])=[O:17])[CH:3]=1. The yield is 0.890. (4) The reactants are [C:1]1([O:9][CH3:10])[C:2](=[CH:5][CH:6]=[CH:7][CH:8]=1)[O:3][CH3:4].C([Li])CCC.[N:16]1[CH:21]=[CH:20][C:19]([CH:22]=[O:23])=[CH:18][CH:17]=1.N1C=CC(C=O)=CC=1.O1CCCC1. The catalyst is C1(C)C=CC=CC=1.O.O1CCCC1. The product is [OH:23][CH:22]([C:19]1[CH:20]=[CH:21][N:16]=[CH:17][CH:18]=1)[C:8]1[CH:7]=[CH:6][CH:5]=[C:2]([O:3][CH3:4])[C:1]=1[O:9][CH3:10]. The yield is 0.700. (5) The reactants are [I-].C[CH:3]=[N+:4]=[CH:5]C.[CH3:7][C:8]1[N:9]=[C:10]2[C:15]([OH:16])=[CH:14][C:13]([C:17]([O:19][CH2:20][CH3:21])=[O:18])=[CH:12][N:11]2[C:22]=1[CH3:23].[C:24](=O)([O-])O.[Na+]. The catalyst is ClCCl. The product is [CH3:7][C:8]1[N:9]=[C:10]2[C:15]([OH:16])=[C:14]([CH2:3][N:4]([CH3:5])[CH3:24])[C:13]([C:17]([O:19][CH2:20][CH3:21])=[O:18])=[CH:12][N:11]2[C:22]=1[CH3:23]. The yield is 0.930.